Dataset: Reaction yield outcomes from USPTO patents with 853,638 reactions. Task: Predict the reaction yield, written as a fraction of the theoretical maximum amount of product (1.0 means a 100% yield; for example, 0.34 means a 34% yield). (1) The reactants are [CH3:1][O:2][C:3]1[CH:8]=[CH:7][C:6]([C:9]2([C:12]([OH:14])=O)[CH2:11][CH2:10]2)=[CH:5][CH:4]=1.S(Cl)(Cl)=O.[Br:19][C:20]1[C:29]2[C:24](=[CH:25][CH:26]=[CH:27][CH:28]=2)[CH:23]=[C:22]([NH2:30])[N:21]=1.CCN(CC)CC. The catalyst is C(Cl)Cl.CN(C=O)C. The product is [Br:19][C:20]1[C:29]2[C:24](=[CH:25][CH:26]=[CH:27][CH:28]=2)[CH:23]=[C:22]([NH:30][C:12]([C:9]2([C:6]3[CH:5]=[CH:4][C:3]([O:2][CH3:1])=[CH:8][CH:7]=3)[CH2:10][CH2:11]2)=[O:14])[N:21]=1. The yield is 0.750. (2) The reactants are Cl[C:2]1[N:7]=[CH:6][N:5]=[C:4]([C:8]2[CH:9]=[C:10]([NH:14][C:15]([NH:17][C:18]3[CH:23]=[CH:22][C:21]([C:24]([F:27])([F:26])[F:25])=[CH:20][CH:19]=3)=[O:16])[CH:11]=[CH:12][CH:13]=2)[C:3]=1[C:28]#[N:29].[SH:30][CH2:31][C:32]([NH2:34])=[O:33].C([O-])([O-])=O.[K+].[K+]. The catalyst is C(O)C. The product is [C:32]([CH2:31][S:30][C:2]1[N:7]=[CH:6][N:5]=[C:4]([C:8]2[CH:9]=[C:10]([NH:14][C:15]([NH:17][C:18]3[CH:23]=[CH:22][C:21]([C:24]([F:27])([F:26])[F:25])=[CH:20][CH:19]=3)=[O:16])[CH:11]=[CH:12][CH:13]=2)[C:3]=1[C:28]#[N:29])(=[O:33])[NH2:34]. The yield is 0.850. (3) The reactants are [OH:1][C:2]1[CH:11]=[C:10]2[C:5]([CH2:6][CH2:7][C:8](=[O:12])[NH:9]2)=[CH:4][CH:3]=1.Cl[CH2:14][C:15]1[S:19][C:18]([C:20]2[CH:25]=[CH:24][C:23]([C:26]([F:29])([F:28])[F:27])=[CH:22][CH:21]=2)=[N:17][C:16]=1[CH3:30].C([O-])([O-])=O.[Cs+].[Cs+]. The catalyst is CN(C=O)C. The product is [CH3:30][C:16]1[N:17]=[C:18]([C:20]2[CH:21]=[CH:22][C:23]([C:26]([F:29])([F:28])[F:27])=[CH:24][CH:25]=2)[S:19][C:15]=1[CH2:14][O:1][C:2]1[CH:11]=[C:10]2[C:5]([CH2:6][CH2:7][C:8](=[O:12])[NH:9]2)=[CH:4][CH:3]=1. The yield is 0.290. (4) The reactants are [Cl:1][CH2:2][CH2:3][C:4]([C:6]1[CH:11]=[CH:10][CH:9]=[CH:8][CH:7]=1)=[O:5].[NH4+].[Cl-].[CH2:14](Br)[CH:15]=[CH2:16]. The catalyst is C1COCC1.[Zn]. The product is [Cl:1][CH2:2][CH2:3][C:4]([C:6]1[CH:11]=[CH:10][CH:9]=[CH:8][CH:7]=1)([OH:5])[CH2:16][CH:15]=[CH2:14]. The yield is 0.970. (5) The reactants are S(Cl)([Cl:3])=O.[ClH:5].Cl.[N:7]1[C:15]2[CH2:14][C@@H:13]([C:16]([OH:18])=[O:17])[NH:12][CH2:11][C:10]=2[NH:9][CH:8]=1.[CH3:19]O. No catalyst specified. The product is [ClH:3].[ClH:5].[N:7]1[C:15]2[CH2:14][C@@H:13]([C:16]([O:18][CH3:19])=[O:17])[NH:12][CH2:11][C:10]=2[NH:9][CH:8]=1. The yield is 1.00. (6) The reactants are [CH2:1]([O:8][CH2:9][C@@H:10]([NH:13][C:14](=[O:20])[O:15][C:16]([CH3:19])([CH3:18])[CH3:17])[CH2:11]O)[C:2]1[CH:7]=[CH:6][CH:5]=[CH:4][CH:3]=1.CS(Cl)(=O)=O.CCN(C(C)C)C(C)C.[N-:35]=[N+:36]=[N-:37].[Na+]. The catalyst is C(Cl)Cl.CCOC(C)=O.O.CN(C=O)C. The product is [N:35]([CH2:11][C@H:10]([NH:13][C:14](=[O:20])[O:15][C:16]([CH3:19])([CH3:18])[CH3:17])[CH2:9][O:8][CH2:1][C:2]1[CH:7]=[CH:6][CH:5]=[CH:4][CH:3]=1)=[N+:36]=[N-:37]. The yield is 0.730.